Dataset: Full USPTO retrosynthesis dataset with 1.9M reactions from patents (1976-2016). Task: Predict the reactants needed to synthesize the given product. (1) Given the product [C:50]12([NH:55][C:56]3[N:61]=[C:60]([NH:62][C@H:63]4[CH2:68][CH2:67][C:66]([CH3:69])([CH3:70])[C@@H:65]([OH:71])[CH2:64]4)[C:59]([C:72]([NH2:74])=[O:73])=[CH:58][N:57]=3)[CH2:54][CH:52]([CH2:51]1)[CH2:53]2, predict the reactants needed to synthesize it. The reactants are: C12(NC3N=C(S(C)=O)C(C(N)=O)=CN=3)CC(C1)C2.Cl.N[C@H]1C[C@@H](O)C(C)(C)CC1.Cl.N[C@@H]1C[C@H](O)C(C)(C)CC1.CCN(C(C)C)C(C)C.[C:50]12([NH:55][C:56]3[N:61]=[C:60]([NH:62][C@@H:63]4[CH2:68][CH2:67][C:66]([CH3:70])([CH3:69])[C@H:65]([OH:71])[CH2:64]4)[C:59]([C:72]([NH2:74])=[O:73])=[CH:58][N:57]=3)[CH2:54][CH:52]([CH2:53]1)[CH2:51]2. (2) Given the product [NH2:1][CH:2]1[CH2:6][N:5]([C:7]2[C:11]3[CH:12]=[N:13][C:14]([NH:21][C:22]4[CH:27]=[CH:26][N:25]=[C:24]([N:28]5[CH2:29][CH2:30][C:31]([OH:34])([CH3:35])[CH2:32][CH2:33]5)[N:23]=4)=[CH:15][C:10]=3[N:9]([CH:17]([CH3:19])[CH3:18])[N:8]=2)[C:4](=[O:20])[CH2:3]1, predict the reactants needed to synthesize it. The reactants are: [NH2:1][CH:2]1[CH2:6][N:5]([C:7]2[C:11]3[CH:12]=[N:13][C:14](Cl)=[CH:15][C:10]=3[N:9]([CH:17]([CH3:19])[CH3:18])[N:8]=2)[C:4](=[O:20])[CH2:3]1.[NH2:21][C:22]1[CH:27]=[CH:26][N:25]=[C:24]([N:28]2[CH2:33][CH2:32][C:31]([CH3:35])([OH:34])[CH2:30][CH2:29]2)[N:23]=1.C1(P(C2CCCCC2)C2C(OC)=CC=C(OC)C=2C2C(C(C)C)=CC(C(C)C)=CC=2C(C)C)CCCCC1.C(=O)([O-])[O-].[Cs+].[Cs+]. (3) Given the product [CH:19]([C:4]1[C:5]2[CH:6]=[C:7]3[CH:13]([CH2:14][C:15]([O:17][CH3:18])=[O:16])[CH2:12][CH2:11][N:8]3[C:9]=2[CH:10]=[C:2]([O:1][S:28]([C:31]([F:34])([F:33])[F:32])(=[O:30])=[O:29])[CH:3]=1)([CH3:21])[CH3:20], predict the reactants needed to synthesize it. The reactants are: [OH:1][C:2]1[CH:3]=[C:4]([CH:19]([CH3:21])[CH3:20])[C:5]2[CH:6]=[C:7]3[CH:13]([CH2:14][C:15]([O:17][CH3:18])=[O:16])[CH2:12][CH2:11][N:8]3[C:9]=2[CH:10]=1.N1C=CC=CC=1.[S:28](O[S:28]([C:31]([F:34])([F:33])[F:32])(=[O:30])=[O:29])([C:31]([F:34])([F:33])[F:32])(=[O:30])=[O:29].C([O-])(O)=O.[Na+]. (4) The reactants are: [Cl-].[Cl:2][C:3]1[CH:4]=[C:5]([C@@H:11]([NH3+:13])[CH3:12])[CH:6]=[CH:7][C:8]=1[O:9][CH3:10].C([O:18][C:19]([C:21]1[CH:26]=[CH:25][CH:24]=[CH:23][C:22]=1[C:27]1[CH:32]=[CH:31][C:30]([CH2:33][N:34]2[C:42]3[C:37](=[CH:38][C:39]([C:43](O)=[O:44])=[CH:40][CH:41]=3)[C:36]([CH3:46])=[C:35]2[CH3:47])=[CH:29][CH:28]=1)=[O:20])(C)(C)C. Given the product [Cl:2][C:3]1[CH:4]=[C:5]([C@@H:11]([NH:13][C:43]([C:39]2[CH:38]=[C:37]3[C:42](=[CH:41][CH:40]=2)[N:34]([CH2:33][C:30]2[CH:29]=[CH:28][C:27]([C:22]4[C:21]([C:19]([OH:20])=[O:18])=[CH:26][CH:25]=[CH:24][CH:23]=4)=[CH:32][CH:31]=2)[C:35]([CH3:47])=[C:36]3[CH3:46])=[O:44])[CH3:12])[CH:6]=[CH:7][C:8]=1[O:9][CH3:10], predict the reactants needed to synthesize it. (5) Given the product [CH3:29][C:30]([CH3:36])([CH3:35])[CH2:31][CH2:32][C:21]1[C:20]2[CH:19]=[CH:18][C:17]([F:22])=[CH:16][C:15]=2[N:14]=[C:13]2[C:23]3[N:10]([CH2:11][C:12]=12)[C:9](=[O:26])[C:8]1[CH2:7][O:6][C:5](=[O:27])[CH2:4][C@@:3]([CH2:1][CH3:2])([OH:28])[C:25]=1[CH:24]=3, predict the reactants needed to synthesize it. The reactants are: [CH2:1]([C@:3]1([OH:28])[C:25]2[CH:24]=[C:23]3[N:10]([CH2:11][C:12]4[C:13]3=[N:14][C:15]3[CH:16]=[C:17]([F:22])[CH:18]=[CH:19][C:20]=3[CH:21]=4)[C:9](=[O:26])[C:8]=2[CH2:7][O:6][C:5](=[O:27])[CH2:4]1)[CH3:2].[CH3:29][C:30]([CH3:36])([CH3:35])[CH2:31][CH2:32]C=O.